Dataset: Reaction yield outcomes from USPTO patents with 853,638 reactions. Task: Predict the reaction yield, written as a fraction of the theoretical maximum amount of product (1.0 means a 100% yield; for example, 0.34 means a 34% yield). (1) The reactants are [Br:1][C:2]1[CH:3]=[C:4]([C:9]([F:12])([F:11])[F:10])[C:5]([NH2:8])=[N:6][CH:7]=1.Br[CH2:14][C:15](=O)[C:16]([O:18][CH2:19][CH3:20])=[O:17]. The catalyst is CN(C=O)C. The product is [CH2:19]([O:18][C:16]([C:15]1[N:8]=[C:5]2[C:4]([C:9]([F:12])([F:10])[F:11])=[CH:3][C:2]([Br:1])=[CH:7][N:6]2[CH:14]=1)=[O:17])[CH3:20]. The yield is 0.890. (2) The reactants are Cl[C:2]1[N:3]=[C:4]([N:15]2[CH2:20][CH2:19][O:18][CH2:17][C@@H:16]2[CH3:21])[C:5]2[CH2:10][N:9]([C:11]([O:13][CH3:14])=[O:12])[CH2:8][C:6]=2[N:7]=1.[CH2:22]([NH:24][C:25]([NH:27][C:28]1[CH:33]=[CH:32][C:31](B2OC(C)(C)C(C)(C)O2)=[C:30]([F:43])[CH:29]=1)=[O:26])[CH3:23].ClCCl.C(=O)([O-])[O-].[Na+].[Na+]. The catalyst is C1C=CC(P(C2C=CC=CC=2)[C-]2C=CC=C2)=CC=1.C1C=CC(P(C2C=CC=CC=2)[C-]2C=CC=C2)=CC=1.Cl[Pd]Cl.[Fe+2].CCO.O.COCCOC. The product is [CH2:22]([NH:24][C:25](=[O:26])[NH:27][C:28]1[CH:33]=[CH:32][C:31]([C:2]2[N:3]=[C:4]([N:15]3[CH2:20][CH2:19][O:18][CH2:17][C@@H:16]3[CH3:21])[C:5]3[CH2:10][N:9]([C:11]([O:13][CH3:14])=[O:12])[CH2:8][C:6]=3[N:7]=2)=[C:30]([F:43])[CH:29]=1)[CH3:23]. The yield is 0.0400. (3) The reactants are [F:1][C:2]([F:14])([F:13])[O:3][C:4]1[CH:9]=[CH:8][C:7]([N:10]=[C:11]=[O:12])=[CH:6][CH:5]=1.[C:15]([N:22]1[CH2:27][CH2:26][CH:25]([NH2:28])[CH2:24][CH2:23]1)([O:17][C:18]([CH3:21])([CH3:20])[CH3:19])=[O:16]. The catalyst is C1COCC1. The product is [F:1][C:2]([F:13])([F:14])[O:3][C:4]1[CH:5]=[CH:6][C:7]([NH:10][C:11](=[O:12])[NH:28][CH:25]2[CH2:24][CH2:23][N:22]([C:15]([O:17][C:18]([CH3:21])([CH3:20])[CH3:19])=[O:16])[CH2:27][CH2:26]2)=[CH:8][CH:9]=1. The yield is 0.950. (4) The yield is 0.180. The product is [Cl:15][C:16]1[CH:17]=[CH:18][C:19]([CH2:20][N:21]2[C:29]3[C:24](=[CH:25][CH:26]=[CH:27][CH:28]=3)[C:23]([OH:30])([C:2]3[CH:7]=[N:6][C:5]([O:8][CH3:9])=[CH:4][CH:3]=3)[C:22]2=[O:31])=[CH:32][CH:33]=1. The catalyst is C1COCC1. The reactants are Br[C:2]1[CH:3]=[CH:4][C:5]([O:8][CH3:9])=[N:6][CH:7]=1.[Li]C(C)(C)C.[Cl:15][C:16]1[CH:33]=[CH:32][C:19]([CH2:20][N:21]2[C:29]3[C:24](=[CH:25][CH:26]=[CH:27][CH:28]=3)[C:23](=[O:30])[C:22]2=[O:31])=[CH:18][CH:17]=1.